This data is from Forward reaction prediction with 1.9M reactions from USPTO patents (1976-2016). The task is: Predict the product of the given reaction. (1) Given the reactants [NH2:1][C:2]1[N:7]=[CH:6][N:5]=[C:4]([NH:8][C@H:9]([C:11]2[N:16]([C:17]3[CH:22]=[CH:21][CH:20]=[CH:19][CH:18]=3)[C:15](=[O:23])[C:14]3=[C:24]([CH3:27])[CH:25]=[CH:26][N:13]3[N:12]=2)[CH3:10])[C:3]=1Br.[Cl:29][C:30]1[CH:31]=[C:32](B(O)O)[CH:33]=[C:34]([OH:36])[CH:35]=1.C(=O)([O-])[O-].[Na+].[Na+], predict the reaction product. The product is: [NH2:1][C:2]1[N:7]=[CH:6][N:5]=[C:4]([NH:8][C@H:9]([C:11]2[N:16]([C:17]3[CH:22]=[CH:21][CH:20]=[CH:19][CH:18]=3)[C:15](=[O:23])[C:14]3=[C:24]([CH3:27])[CH:25]=[CH:26][N:13]3[N:12]=2)[CH3:10])[C:3]=1[C:32]1[CH:33]=[C:34]([OH:36])[CH:35]=[C:30]([Cl:29])[CH:31]=1. (2) Given the reactants [Cl:1][C:2]1[CH:3]=[CH:4][C:5]2[CH:15]([CH:16]3[CH2:21][CH2:20][NH:19][CH2:18][CH2:17]3)[C:10]3=[N:11][CH:12]=[CH:13][CH:14]=[C:9]3[CH2:8][CH2:7][C:6]=2[CH:22]=1.C1(C(C2C=CC=CC=2)(C2C=CC=CC=2)[N:30]2[CH:34]=[C:33]([CH:35]([CH2:38][CH2:39][CH3:40])C=O)[N:32]=[CH:31]2)C=CC=CC=1.[CH3:53]S(O)(=O)=O.S([O-])([O-])(=O)=O.[Mg+2].C([BH3-])#N.[Na+].O1CCCC1, predict the reaction product. The product is: [Cl:1][C:2]1[CH:3]=[CH:4][C:5]2[CH:15]([CH:16]3[CH2:17][CH2:18][N:19]([CH2:53][CH2:40][CH2:39][CH2:38][CH2:35][C:33]4[N:32]=[CH:31][NH:30][CH:34]=4)[CH2:20][CH2:21]3)[C:10]3=[N:11][CH:12]=[CH:13][CH:14]=[C:9]3[CH2:8][CH2:7][C:6]=2[CH:22]=1. (3) The product is: [CH3:37][O:36][C:32]1[CH:31]=[C:30]([C:16]2[N:15]([CH2:14][C:9]3[CH:10]=[CH:11][CH:12]=[CH:13][C:8]=3[O:7][CH2:47][C:48]([OH:49])=[O:38])[C:23]3[C:18]([N:17]=2)=[N:19][CH:20]=[C:21]([C:24]2[CH:29]=[CH:28][CH:27]=[CH:26][CH:25]=2)[CH:22]=3)[CH:35]=[CH:34][CH:33]=1. Given the reactants C(OCC[O:7][C:8]1[CH:13]=[CH:12][CH:11]=[CH:10][C:9]=1[CH2:14][N:15]1[C:23]2[C:18](=[N:19][CH:20]=[C:21]([C:24]3[CH:29]=[CH:28][CH:27]=[CH:26][CH:25]=3)[CH:22]=2)[N:17]=[C:16]1[C:30]1[CH:35]=[CH:34][CH:33]=[C:32]([O:36][CH3:37])[CH:31]=1)(=O)C.[OH-:38].[Li+].O.Cl.O1CCCC1[CH2:47][CH2:48][OH:49], predict the reaction product. (4) Given the reactants [C:1]1([CH:7]([C:10]#[N:11])[C:8]#[N:9])[CH:6]=[CH:5][CH:4]=[CH:3][CH:2]=1.O.[NH2:13][NH2:14], predict the reaction product. The product is: [C:1]1([C:7]2[C:8]([NH2:9])=[N:13][NH:14][C:10]=2[NH2:11])[CH:6]=[CH:5][CH:4]=[CH:3][CH:2]=1. (5) The product is: [CH2:9]([CH:10]([CH2:22][CH3:23])[CH2:11][C:14]1([C:20]#[N:21])[CH2:19][CH2:18][CH2:17][CH2:16][CH2:15]1)[CH3:8]. Given the reactants C(NC(C)C)(C)C.[CH2:8]([Mg]Cl)[CH2:9][CH2:10][CH3:11].[CH:14]1([C:20]#[N:21])[CH2:19][CH2:18][CH2:17][CH2:16][CH2:15]1.[C:22](O)(=O)[CH3:23], predict the reaction product. (6) Given the reactants F[C:2]1[CH:3]=[C:4]([CH:14]=[CH:15][C:16]=1[N+:17]([O-:19])=[O:18])[O:5][CH2:6][CH2:7][N:8]1[CH2:13][CH2:12][CH2:11][CH2:10][CH2:9]1.Cl.[NH2:21][C@@H:22]1[CH2:27][CH2:26][C@H:25]([C:28]([NH:30][CH:31]([CH3:33])[CH3:32])=[O:29])[CH2:24][CH2:23]1.CCN(C(C)C)C(C)C, predict the reaction product. The product is: [CH:31]([NH:30][C:28]([C@H:25]1[CH2:24][CH2:23][C@@H:22]([NH:21][C:2]2[CH:3]=[C:4]([O:5][CH2:6][CH2:7][N:8]3[CH2:13][CH2:12][CH2:11][CH2:10][CH2:9]3)[CH:14]=[CH:15][C:16]=2[N+:17]([O-:19])=[O:18])[CH2:27][CH2:26]1)=[O:29])([CH3:33])[CH3:32]. (7) Given the reactants [CH:1]([O:4][C:5]1[CH:6]=[C:7]([CH:10]=[CH:11][CH:12]=1)[C:8]#[N:9])([CH3:3])[CH3:2], predict the reaction product. The product is: [CH:1]([O:4][C:5]1[CH:6]=[C:7]([CH:10]=[CH:11][CH:12]=1)[CH2:8][NH2:9])([CH3:3])[CH3:2].